This data is from Forward reaction prediction with 1.9M reactions from USPTO patents (1976-2016). The task is: Predict the product of the given reaction. (1) Given the reactants Cl.[CH3:2][C:3]([CH2:14][C:15]1[CH:20]=[CH:19][N:18]=[CH:17][CH:16]=1)(C(OCC)=O)[C:4]([O:6]CC)=[O:5], predict the reaction product. The product is: [CH3:2][CH:3]([CH2:14][C:15]1[CH:20]=[CH:19][N:18]=[CH:17][CH:16]=1)[C:4]([OH:6])=[O:5]. (2) Given the reactants [CH2:1]([C:3]1[CH:12]=[C:11]2[C:6]([C:7](=[O:19])[N:8]([NH:14][S:15]([CH3:18])(=[O:17])=[O:16])[C:9](=[O:13])[NH:10]2)=[CH:5][C:4]=1[C:20]1[N:21]([CH3:25])[N:22]=[CH:23][CH:24]=1)[CH3:2].[C:26](Cl)(=[O:31])[CH2:27][CH2:28][CH2:29][CH3:30], predict the reaction product. The product is: [CH2:1]([C:3]1[CH:12]=[C:11]2[C:6]([C:7](=[O:19])[N:8]([N:14]([C:26](=[O:31])[CH2:27][CH2:28][CH2:29][CH3:30])[S:15]([CH3:18])(=[O:16])=[O:17])[C:9](=[O:13])[NH:10]2)=[CH:5][C:4]=1[C:20]1[N:21]([CH3:25])[N:22]=[CH:23][CH:24]=1)[CH3:2]. (3) Given the reactants [F:1][C:2]1[CH:3]=[C:4]([C:12]2[C:13]([NH2:24])=[CH:14][C:15]([N:18]3[CH2:23][CH2:22][O:21][CH2:20][CH2:19]3)=[N:16][CH:17]=2)[CH:5]=[CH:6][C:7]=1[O:8][CH:9]([CH3:11])[CH3:10].Cl[C:26]1[C:35]2[C:30](=[CH:31][C:32]([F:37])=[CH:33][C:34]=2[F:36])[N:29]=[C:28]([C:38]2[CH:43]=[C:42]([CH3:44])[CH:41]=[CH:40][N:39]=2)[C:27]=1[CH3:45].C1(P(C2CCCCC2)C2C=CC=CC=2C2C(C(C)C)=CC(C(C)C)=CC=2C(C)C)CCCCC1.CC(C)([O-])C.[Na+], predict the reaction product. The product is: [F:36][C:34]1[CH:33]=[C:32]([F:37])[CH:31]=[C:30]2[C:35]=1[C:26]([NH:24][C:13]1[C:12]([C:4]3[CH:5]=[CH:6][C:7]([O:8][CH:9]([CH3:11])[CH3:10])=[C:2]([F:1])[CH:3]=3)=[CH:17][N:16]=[C:15]([N:18]3[CH2:19][CH2:20][O:21][CH2:22][CH2:23]3)[CH:14]=1)=[C:27]([CH3:45])[C:28]([C:38]1[CH:43]=[C:42]([CH3:44])[CH:41]=[CH:40][N:39]=1)=[N:29]2. (4) Given the reactants C1(P(C2C=CC=CC=2)C2C=CC=CC=2)C=CC=CC=1.[CH:20]1([NH:23][C:24](=[O:44])[C:25]2[CH:30]=[CH:29][C:28]([CH3:31])=[C:27]([N:32]3[C:41](=[O:42])[C:40]4[C:35](=[CH:36][CH:37]=[C:38](I)[CH:39]=4)[N:34]=[CH:33]3)[CH:26]=2)[CH2:22][CH2:21]1.[C:45]([O:49][CH3:50])(=[O:48])[CH:46]=[CH2:47].C(N(CC)CC)C, predict the reaction product. The product is: [CH:20]1([NH:23][C:24]([C:25]2[CH:30]=[CH:29][C:28]([CH3:31])=[C:27]([N:32]3[C:41](=[O:42])[C:40]4[C:35](=[CH:36][CH:37]=[C:38](/[CH:47]=[CH:46]/[C:45]([O:49][CH3:50])=[O:48])[CH:39]=4)[N:34]=[CH:33]3)[CH:26]=2)=[O:44])[CH2:22][CH2:21]1. (5) Given the reactants [CH:1]([C:3]1[O:4][C:5]2[CH:11]=[C:10]([C:12]([O:14][CH3:15])=[O:13])[CH:9]=[CH:8][C:6]=2[CH:7]=1)=[O:2].[CH3:16][Mg]Br, predict the reaction product. The product is: [OH:2][CH:1]([C:3]1[O:4][C:5]2[CH:11]=[C:10]([C:12]([O:14][CH3:15])=[O:13])[CH:9]=[CH:8][C:6]=2[CH:7]=1)[CH3:16]. (6) Given the reactants [CH2:1]([O:19][C:20](=[O:31])[CH:21]([NH2:30])[CH2:22][C:23]1[CH:28]=[CH:27][C:26]([NH2:29])=[CH:25][CH:24]=1)[CH2:2][CH2:3][CH2:4][CH2:5][CH2:6][CH2:7][CH2:8][CH2:9][CH2:10][CH2:11][CH2:12][CH2:13][CH2:14][CH2:15][CH2:16][CH2:17][CH3:18].Cl[C:33](Cl)([O:35]C(=O)OC(Cl)(Cl)Cl)Cl.[O:44]1CCOC[CH2:45]1, predict the reaction product. The product is: [CH2:1]([O:19][C:20](=[O:31])[CH:21]([N:30]=[C:45]=[O:44])[CH2:22][C:23]1[CH:28]=[CH:27][C:26]([N:29]=[C:33]=[O:35])=[CH:25][CH:24]=1)[CH2:2][CH2:3][CH2:4][CH2:5][CH2:6][CH2:7][CH2:8][CH2:9][CH2:10][CH2:11][CH2:12][CH2:13][CH2:14][CH2:15][CH2:16][CH2:17][CH3:18]. (7) Given the reactants Br[CH2:2][CH2:3][CH2:4][CH2:5][CH2:6][CH2:7][CH2:8][CH2:9][CH2:10][CH2:11][CH2:12][CH2:13][OH:14].[N-:15]=[N+:16]=[N-:17].[Na+], predict the reaction product. The product is: [N:15]([CH2:2][CH2:3][CH2:4][CH2:5][CH2:6][CH2:7][CH2:8][CH2:9][CH2:10][CH2:11][CH2:12][CH2:13][OH:14])=[N+:16]=[N-:17]. (8) Given the reactants [CH3:1][O:2][C:3]([C:5]1[S:9][C:8]2[CH:10]=[C:11]([F:14])[CH:12]=[CH:13][C:7]=2[C:6]=1[CH:15]1[CH2:20][CH2:19][N:18](C(=O)C)[CH2:17][CH2:16]1)=[O:4].[ClH:24], predict the reaction product. The product is: [ClH:24].[CH3:1][O:2][C:3]([C:5]1[S:9][C:8]2[CH:10]=[C:11]([F:14])[CH:12]=[CH:13][C:7]=2[C:6]=1[CH:15]1[CH2:20][CH2:19][NH:18][CH2:17][CH2:16]1)=[O:4]. (9) Given the reactants [CH2:1]([O:8][C:9]1[CH:10]=[CH:11][C:12](Br)=[C:13]([CH:16]=1)[C:14]#[N:15])[C:2]1[CH:7]=[CH:6][CH:5]=[CH:4][CH:3]=1.[Cl-].[C:19]([O:23][C:24](=[O:27])[CH2:25][Zn+])([CH3:22])([CH3:21])[CH3:20].CC(C1C=C(C(C)C)C(C2C=CC=CC=2P(C2CCCCC2)C2CCCCC2)=C(C(C)C)C=1)C, predict the reaction product. The product is: [CH2:1]([O:8][C:9]1[CH:10]=[CH:11][C:12]([CH2:25][C:24]([O:23][C:19]([CH3:22])([CH3:21])[CH3:20])=[O:27])=[C:13]([C:14]#[N:15])[CH:16]=1)[C:2]1[CH:7]=[CH:6][CH:5]=[CH:4][CH:3]=1.